Dataset: Retrosynthesis with 50K atom-mapped reactions and 10 reaction types from USPTO. Task: Predict the reactants needed to synthesize the given product. (1) Given the product Oc1cccc(-c2cccc([C@H]3CCNC[C@@H]3OCc3ccc4ccccc4c3)c2)c1, predict the reactants needed to synthesize it. The reactants are: CC(C)(C)OC(=O)N1CC[C@H](c2cccc(-c3cccc(O)c3)c2)[C@@H](OCc2ccc3ccccc3c2)C1. (2) Given the product CCOC(C)OC(C#N)C(=CC=C(C)CCC=C(C)CCC=C(C)CCl)C(C)C, predict the reactants needed to synthesize it. The reactants are: C=COCC.CC(=CCCC(C)=CCCC(C)=CC=C(C(C)C)C(O)C#N)CCl. (3) Given the product CCN(CC)CCNc1ccc(CNS(=O)(=O)c2ccc(OC)cc2)c2sc3ccccc3c(=O)c12, predict the reactants needed to synthesize it. The reactants are: CCN(CC)CCNc1ccc(CN)c2sc3ccccc3c(=O)c12.COc1ccc(S(=O)(=O)Cl)cc1. (4) Given the product C=C(C)C(=O)OCC(=O)OCC, predict the reactants needed to synthesize it. The reactants are: C=C(C)C(=O)O.CCOC(=O)CCl. (5) Given the product CC1(C)OB(c2cccc(Nc3nccc(C(F)(F)F)n3)c2)OC1(C)C, predict the reactants needed to synthesize it. The reactants are: CC1(C)OB(B2OC(C)(C)C(C)(C)O2)OC1(C)C.FC(F)(F)c1ccnc(Nc2cccc(Br)c2)n1. (6) Given the product CNc1nccc(-c2cc(NC3CCN(C(=O)OCC4c5ccccc5-c5ccccc54)CC3)c3cc(OC)ccc3c2)n1, predict the reactants needed to synthesize it. The reactants are: CNc1nccc(-c2cc(NC3CCNCC3)c3cc(OC)ccc3c2)n1.O=C(Cl)OCC1c2ccccc2-c2ccccc21. (7) Given the product COC(=O)c1ccnc(NC(=O)COc2ccc(Cl)cc2Cl)c1, predict the reactants needed to synthesize it. The reactants are: COC(=O)c1ccnc(N)c1.O=C(O)COc1ccc(Cl)cc1Cl. (8) The reactants are: COc1cccc2c1C(=O)N1CCN(C(=O)OC(C)(C)C)CC1CO2. Given the product COc1cccc2c1C(=O)N1CCNCC1CO2, predict the reactants needed to synthesize it. (9) Given the product Cn1nc(-c2c(F)cccc2Cl)nc1COc1ccc(C(C)(C)C)cc1, predict the reactants needed to synthesize it. The reactants are: CC(C)(C)c1ccc(O)cc1.Cn1nc(-c2c(F)cccc2Cl)nc1CCl. (10) The reactants are: N#Cc1cc(I)ccc1F.c1nc[nH]n1. Given the product N#Cc1cc(I)ccc1-n1cncn1, predict the reactants needed to synthesize it.